Dataset: Reaction yield outcomes from USPTO patents with 853,638 reactions. Task: Predict the reaction yield, written as a fraction of the theoretical maximum amount of product (1.0 means a 100% yield; for example, 0.34 means a 34% yield). (1) The reactants are [CH3:1][C:2]([C:9]1[CH:14]=[CH:13][C:12]([N+:15]([O-:17])=[O:16])=[CH:11][CH:10]=1)([CH3:8])[C:3](OCC)=[O:4]. The catalyst is C1COCC1. The product is [CH3:8][C:2]([C:9]1[CH:14]=[CH:13][C:12]([N+:15]([O-:17])=[O:16])=[CH:11][CH:10]=1)([CH3:1])[CH2:3][OH:4]. The yield is 0.890. (2) The reactants are C1([O:7][C:8](=O)[NH:9][C:10]2[CH:15]=[CH:14][C:13]([O:16][C:17]3[C:26]4[C:21](=[CH:22][C:23]([O:29][CH3:30])=[C:24]([O:27][CH3:28])[CH:25]=4)[N:20]=[CH:19][CH:18]=3)=[CH:12][CH:11]=2)C=CC=CC=1.[NH2:32][C:33]1[S:34][CH:35]=[CH:36][N:37]=1.C(OCC)(=O)C.O. The catalyst is CS(C)=O.CO. The product is [CH3:28][O:27][C:24]1[CH:25]=[C:26]2[C:21](=[CH:22][C:23]=1[O:29][CH3:30])[N:20]=[CH:19][CH:18]=[C:17]2[O:16][C:13]1[CH:14]=[CH:15][C:10]([NH:9][C:8]([NH:32][C:33]2[S:34][CH:35]=[CH:36][N:37]=2)=[O:7])=[CH:11][CH:12]=1. The yield is 0.710. (3) The yield is 0.420. The product is [CH3:25][N:26]([CH3:36])[S:27]([N:30]1[CH2:35][CH2:34][N:33]([CH2:16][C:13]2[S:12][C:11]([NH:10][C:8]([N:7]([CH:18]3[CH2:23][CH2:22][CH2:21][CH2:20][CH2:19]3)[CH:1]3[CH2:6][CH2:5][CH2:4][CH2:3][CH2:2]3)=[O:9])=[N:15][CH:14]=2)[CH2:32][CH2:31]1)(=[O:28])=[O:29]. No catalyst specified. The reactants are [CH:1]1([N:7]([CH:18]2[CH2:23][CH2:22][CH2:21][CH2:20][CH2:19]2)[C:8]([NH:10][C:11]2[S:12][C:13]([CH:16]=O)=[CH:14][N:15]=2)=[O:9])[CH2:6][CH2:5][CH2:4][CH2:3][CH2:2]1.Cl.[CH3:25][N:26]([CH3:36])[S:27]([N:30]1[CH2:35][CH2:34][NH:33][CH2:32][CH2:31]1)(=[O:29])=[O:28].C(O[BH-](OC(=O)C)OC(=O)C)(=O)C.[Na+]. (4) The reactants are [C:1]([C:3]1[CH:4]=[C:5]([NH:9][C:10]2[C:19]3[C:14](=[CH:15][CH:16]=[C:17]([NH2:20])[CH:18]=3)[N:13]=[CH:12][N:11]=2)[CH:6]=[CH:7][CH:8]=1)#[CH:2].[N:21]1[CH:26]=[CH:25]C=C[CH:22]=1.Cl[C:28](OC1C=CC=CC=1)=[O:29].COC(OC)CNC. The catalyst is CN(C=O)C.C(OCC)(=O)C. The product is [C:1]([C:3]1[CH:4]=[C:5]([NH:9][C:10]2[C:19]3[C:14](=[CH:15][CH:16]=[C:17]([N:20]4[CH:25]=[CH:26][N:21]([CH3:22])[C:28]4=[O:29])[CH:18]=3)[N:13]=[CH:12][N:11]=2)[CH:6]=[CH:7][CH:8]=1)#[CH:2]. The yield is 0.830. (5) The yield is 0.372. No catalyst specified. The reactants are FC1C=C(F)C=CC=1C1C=C(CN2C(=O)C3=CC=CC=C3C2=O)C(=O)N(CC(C)C)N=1.[C:32]([C:35]1[C:36](=[O:58])[N:37]([CH2:49][CH2:50][C:51]2[CH:56]=[CH:55][C:54]([Cl:57])=[CH:53][CH:52]=2)[N:38]=[C:39]([C:41]2[CH:46]=[CH:45][C:44]([F:47])=[C:43]([CH3:48])[CH:42]=2)[CH:40]=1)(O)=[O:33]. The product is [Cl:57][C:54]1[CH:55]=[CH:56][C:51]([CH2:50][CH2:49][N:37]2[C:36](=[O:58])[C:35]([CH2:32][OH:33])=[CH:40][C:39]([C:41]3[CH:46]=[CH:45][C:44]([F:47])=[C:43]([CH3:48])[CH:42]=3)=[N:38]2)=[CH:52][CH:53]=1.